Predict the reaction yield, written as a fraction of the theoretical maximum amount of product (1.0 means a 100% yield; for example, 0.34 means a 34% yield). From a dataset of Reaction yield outcomes from USPTO patents with 853,638 reactions. The reactants are [OH-].[K+].[F:3][C:4]1[C:5](=[O:29])[N:6]([CH2:16][CH2:17][C@@:18]([CH3:28])([S:24]([CH3:27])(=[O:26])=[O:25])[C:19]([O:21]CC)=[O:20])[CH:7]=[CH:8][C:9]=1[C:10]1[CH:15]=[CH:14][CH:13]=[CH:12][CH:11]=1. The catalyst is C1COCC1.CO.O. The product is [F:3][C:4]1[C:5](=[O:29])[N:6]([CH2:16][CH2:17][C@@:18]([CH3:28])([S:24]([CH3:27])(=[O:25])=[O:26])[C:19]([OH:21])=[O:20])[CH:7]=[CH:8][C:9]=1[C:10]1[CH:11]=[CH:12][CH:13]=[CH:14][CH:15]=1. The yield is 0.727.